From a dataset of TCR-epitope binding with 47,182 pairs between 192 epitopes and 23,139 TCRs. Binary Classification. Given a T-cell receptor sequence (or CDR3 region) and an epitope sequence, predict whether binding occurs between them. (1) The epitope is KAYNVTQAF. The TCR CDR3 sequence is CASSSGQRNTIYF. Result: 1 (the TCR binds to the epitope). (2) The epitope is PROT_97E67BCC. The TCR CDR3 sequence is CASSKRTSGGDTQYF. Result: 1 (the TCR binds to the epitope). (3) The epitope is LLWNGPMAV. The TCR CDR3 sequence is CASSLHYPTGGFSYEQYF. Result: 1 (the TCR binds to the epitope). (4) The epitope is AMFWSVPTV. The TCR CDR3 sequence is CASSLGQSGLNEQYF. Result: 0 (the TCR does not bind to the epitope). (5) The epitope is KLPDDFTGCV. The TCR CDR3 sequence is CASSPDPPSSYNSPLHF. Result: 1 (the TCR binds to the epitope). (6) The epitope is GTSGSPIIDK. The TCR CDR3 sequence is CASSPGTSIDEQFF. Result: 0 (the TCR does not bind to the epitope).